From a dataset of Forward reaction prediction with 1.9M reactions from USPTO patents (1976-2016). Predict the product of the given reaction. (1) The product is: [Cl:1][C:2]1[N:6]([CH3:17])[C:5]2[CH:7]=[CH:8][CH:9]=[CH:10][C:4]=2[N:3]=1. Given the reactants [Cl:1][C:2]1[NH:6][C:5]2[CH:7]=[CH:8][CH:9]=[CH:10][C:4]=2[N:3]=1.[OH-].[Na+].S(OC)(O[CH3:17])(=O)=O, predict the reaction product. (2) Given the reactants O.C1(C)C=CC(S(O)(=O)=O)=CC=1.CC1C=CC(S(O)(=O)=O)=CC=1.Cl[C:25]1[N:33]=[C:32]2[C:28]([N:29]([CH3:41])[C:30](=[O:40])[N:31]2[CH:34]2[CH2:39][CH2:38][NH:37][CH2:36][CH2:35]2)=[CH:27][N:26]=1.[CH3:42][O:43][C:44]1[CH:50]=[C:49]([N:51]2[CH2:56][CH2:55][N:54]([CH3:57])[CH2:53][CH2:52]2)[CH:48]=[CH:47][C:45]=1[NH2:46], predict the reaction product. The product is: [CH3:42][O:43][C:44]1[CH:50]=[C:49]([N:51]2[CH2:52][CH2:53][N:54]([CH3:57])[CH2:55][CH2:56]2)[CH:48]=[CH:47][C:45]=1[NH:46][C:25]1[N:33]=[C:32]2[C:28]([N:29]([CH3:41])[C:30](=[O:40])[N:31]2[CH:34]2[CH2:39][CH2:38][NH:37][CH2:36][CH2:35]2)=[CH:27][N:26]=1. (3) Given the reactants [CH3:1][C:2]1([CH3:14])[CH2:11][C:10]2[NH:9][C:8](=O)[CH:7]=[CH:6][C:5]=2[C:4](=[O:13])[CH2:3]1.P(Cl)(Cl)([Cl:17])=O, predict the reaction product. The product is: [Cl:17][C:8]1[CH:7]=[CH:6][C:5]2[C:4](=[O:13])[CH2:3][C:2]([CH3:14])([CH3:1])[CH2:11][C:10]=2[N:9]=1. (4) Given the reactants [F:1][C:2]1[C:7]([I:8])=[C:6]([CH3:9])[CH:5]=[CH:4][C:3]=1[CH2:10][OH:11], predict the reaction product. The product is: [F:1][C:2]1[C:7]([I:8])=[C:6]([CH3:9])[CH:5]=[CH:4][C:3]=1[CH:10]=[O:11]. (5) Given the reactants [CH2:1]([O:8][C:9](=[O:15])[NH:10][C@@H:11]([C:13]#[N:14])[CH3:12])[C:2]1[CH:7]=[CH:6][CH:5]=[CH:4][CH:3]=1.Cl.[NH2:17][OH:18].C(N(CC)CC)C, predict the reaction product. The product is: [CH2:1]([O:8][C:9](=[O:15])[NH:10][C@H:11]([CH3:12])/[C:13](/[NH2:14])=[N:17]/[OH:18])[C:2]1[CH:7]=[CH:6][CH:5]=[CH:4][CH:3]=1. (6) Given the reactants [Cl:1][C:2]1[CH:36]=[CH:35][C:5](/[CH:6]=[N:7]/[NH:8][C:9]([C:11]2[CH:16]=[C:15]([N:17]3[CH2:22][CH2:21][CH2:20][CH2:19][CH2:18]3)[CH:14]=[CH:13][C:12]=2[NH:23][C:24]([C:26]2[CH:27]=[C:28]([CH:32]=[CH:33][CH:34]=2)[C:29](O)=[O:30])=[O:25])=[O:10])=[CH:4][C:3]=1[C:37]([F:40])([F:39])[F:38].[NH2:41][CH2:42][CH2:43][O:44][CH2:45][CH2:46][O:47][CH2:48][CH2:49][O:50][CH2:51][CH2:52][C:53]([O:55][C:56]([CH3:59])([CH3:58])[CH3:57])=[O:54], predict the reaction product. The product is: [Cl:1][C:2]1[CH:36]=[CH:35][C:5](/[CH:6]=[N:7]/[NH:8][C:9]([C:11]2[CH:16]=[C:15]([N:17]3[CH2:18][CH2:19][CH2:20][CH2:21][CH2:22]3)[CH:14]=[CH:13][C:12]=2[NH:23][C:24]([C:26]2[CH:27]=[C:28]([C:29](=[O:30])[NH:41][CH2:42][CH2:43][O:44][CH2:45][CH2:46][O:47][CH2:48][CH2:49][O:50][CH2:51][CH2:52][C:53]([O:55][C:56]([CH3:59])([CH3:58])[CH3:57])=[O:54])[CH:32]=[CH:33][CH:34]=2)=[O:25])=[O:10])=[CH:4][C:3]=1[C:37]([F:40])([F:38])[F:39]. (7) Given the reactants [NH2:1][CH2:2][C:3]1[CH:12]=[CH:11][CH:10]=[C:9]2[C:4]=1[CH:5]=[CH:6][C:7]([NH:13][CH2:14][C:15]1[O:16][C:17]([CH3:20])=[CH:18][CH:19]=1)=[N:8]2.C(N(CC)CC)C.[F:28][C:29]1[CH:37]=[CH:36][C:32]([C:33](Cl)=[O:34])=[CH:31][CH:30]=1, predict the reaction product. The product is: [F:28][C:29]1[CH:37]=[CH:36][C:32]([C:33]([NH:1][CH2:2][C:3]2[CH:12]=[CH:11][CH:10]=[C:9]3[C:4]=2[CH:5]=[CH:6][C:7]([NH:13][CH2:14][C:15]2[O:16][C:17]([CH3:20])=[CH:18][CH:19]=2)=[N:8]3)=[O:34])=[CH:31][CH:30]=1.